This data is from Full USPTO retrosynthesis dataset with 1.9M reactions from patents (1976-2016). The task is: Predict the reactants needed to synthesize the given product. (1) Given the product [F:16][CH:5]([F:15])[C:6]1[N:7]=[CH:8][C:9]([C:12]([OH:14])=[O:13])=[N:10][CH:11]=1, predict the reactants needed to synthesize it. The reactants are: [K].C([C:5]([F:16])([F:15])[C:6]1[N:7]=[CH:8][C:9]([C:12]([OH:14])=[O:13])=[N:10][CH:11]=1)(O)=O.C(OC(C)C)(=O)C.S(=O)(=O)(O)O.[OH-].[Na+].Cl. (2) Given the product [Cl:1][C:2]1[CH:3]=[C:4]([CH:9]=[C:10]([N:14]([CH3:13])[S:15]([CH3:18])(=[O:17])=[O:16])[N:11]=1)[C:5]([OH:7])=[O:6], predict the reactants needed to synthesize it. The reactants are: [Cl:1][C:2]1[CH:3]=[C:4]([CH:9]=[C:10](Cl)[N:11]=1)[C:5]([O:7]C)=[O:6].[CH3:13][NH:14][S:15]([CH3:18])(=[O:17])=[O:16].